Task: Predict the reactants needed to synthesize the given product.. Dataset: Retrosynthesis with 50K atom-mapped reactions and 10 reaction types from USPTO (1) Given the product CNCCOc1ccc([N+](=O)[O-])cc1, predict the reactants needed to synthesize it. The reactants are: CN.O=[N+]([O-])c1ccc(OCCCl)cc1. (2) Given the product Cc1cccc(C2(O)CCN(C(=O)OC(C)(C)C)CC2)c1, predict the reactants needed to synthesize it. The reactants are: CC(C)(C)OC(=O)N1CCC(=O)CC1.Cc1cccc([Mg+])c1. (3) Given the product NC(=O)c1ccc2cc(Br)ccc2c1, predict the reactants needed to synthesize it. The reactants are: N.O=C(O)c1ccc2cc(Br)ccc2c1. (4) The reactants are: CC(C)(C)OC(=O)N1CCC(CCI)CC1.[N-]=[N+]=[N-]. Given the product CC(C)(C)OC(=O)N1CCC(CCN=[N+]=[N-])CC1, predict the reactants needed to synthesize it. (5) Given the product O=C(NCC1CCCC1)c1cnc(Nc2cc(F)ccc2Cl)nc1C(F)(F)F, predict the reactants needed to synthesize it. The reactants are: Nc1cc(F)ccc1Cl.O=C(NCC1CCCC1)c1cnc(Cl)nc1C(F)(F)F. (6) Given the product O=C(O)C(F)(F)F, predict the reactants needed to synthesize it. The reactants are: CC(C)(C)OC(=O)N1CCC(Oc2ccc([N+](=O)[O-])cc2F)CC1. (7) Given the product C[C@H](O)C(=O)N(C[C@@H]1CNC[C@@H]1F)[C@@H](c1nc(-c2cc(F)ccc2F)sc1Cc1ccccc1)C(C)(C)C, predict the reactants needed to synthesize it. The reactants are: C[C@H](O)C(=O)N(C[C@@H]1CN(C(=O)OCc2ccccc2)C[C@@H]1F)[C@@H](c1nc(-c2cc(F)ccc2F)sc1Cc1ccccc1)C(C)(C)C. (8) Given the product CCOC(=O)COc1ccc(CN(CCOC)c2cccc(-c3ccc(C(F)(F)F)cc3)c2C)cc1C, predict the reactants needed to synthesize it. The reactants are: CCOC(=O)COc1ccc(CBr)cc1C.COCCNc1cccc(-c2ccc(C(F)(F)F)cc2)c1C. (9) Given the product N#Cc1ccc(C(=O)O)c(N)c1, predict the reactants needed to synthesize it. The reactants are: N#Cc1ccc(C(=O)O)c([N+](=O)[O-])c1. (10) The reactants are: Cn1nnc(-c2ccc([N+](=O)[O-])cc2)n1. Given the product Cn1nnc(-c2ccc(N)cc2)n1, predict the reactants needed to synthesize it.